This data is from Forward reaction prediction with 1.9M reactions from USPTO patents (1976-2016). The task is: Predict the product of the given reaction. Given the reactants [C:1]1([C:9]([C:11]([C:13]2[CH:20]=[CH:19][C:16]([O:17]C)=[CH:15][CH:14]=2)=[O:12])=[O:10])[CH:8]=[CH:7][C:4]([O:5]C)=[CH:3][CH:2]=1, predict the reaction product. The product is: [OH:5][C:4]1[CH:3]=[CH:2][C:1]([C:9]([C:11]([C:13]2[CH:14]=[CH:15][C:16]([OH:17])=[CH:19][CH:20]=2)=[O:12])=[O:10])=[CH:8][CH:7]=1.